This data is from Catalyst prediction with 721,799 reactions and 888 catalyst types from USPTO. The task is: Predict which catalyst facilitates the given reaction. (1) Reactant: [C:1]1([S:7]([NH2:10])(=[O:9])=[O:8])[CH:6]=[CH:5][CH:4]=[CH:3][CH:2]=1.CC(C)([O-])C.[K+].C1(C)C=CC([O:23][C:24]([C:26]2[C:34]3[C:29](=[CH:30][C:31]([Cl:43])=[C:32]([C:35]4[CH:40]=[CH:39][C:38]([O:41][CH3:42])=[CH:37][CH:36]=4)[CH:33]=3)[NH:28][N:27]=2)=O)=CC=1. Product: [Cl:43][C:31]1[CH:30]=[C:29]2[C:34]([C:26]([C:24]([NH:10][S:7]([C:1]3[CH:6]=[CH:5][CH:4]=[CH:3][CH:2]=3)(=[O:9])=[O:8])=[O:23])=[N:27][NH:28]2)=[CH:33][C:32]=1[C:35]1[CH:40]=[CH:39][C:38]([O:41][CH3:42])=[CH:37][CH:36]=1. The catalyst class is: 1. (2) Reactant: [CH2:1]([C@H:8]([NH:39][C:40](=[O:46])[O:41][C:42]([CH3:45])([CH3:44])[CH3:43])[C@@H:9]([O:31][Si:32]([C:35]([CH3:38])([CH3:37])[CH3:36])([CH3:34])[CH3:33])[CH2:10][C@@H:11]([NH:20][C:21]([O:23][CH2:24][C:25]1[CH:30]=[CH:29][CH:28]=[CH:27][CH:26]=1)=[O:22])[CH2:12][C:13]1[CH:18]=[CH:17][C:16](Br)=[CH:15][CH:14]=1)[C:2]1[CH:7]=[CH:6][CH:5]=[CH:4][CH:3]=1.[Li+].[Cl-].C([Sn](CCCC)(CCCC)[C:54]1[N:59]=[C:58]([O:60][CH3:61])[CH:57]=[CH:56][CH:55]=1)CCC. Product: [C:42]([O:41][C:40]([NH:39][C@@H:8]([CH2:1][C:2]1[CH:7]=[CH:6][CH:5]=[CH:4][CH:3]=1)[C@@H:9]([O:31][Si:32]([C:35]([CH3:38])([CH3:37])[CH3:36])([CH3:33])[CH3:34])[CH2:10][C@@H:11]([NH:20][C:21](=[O:22])[O:23][CH2:24][C:25]1[CH:26]=[CH:27][CH:28]=[CH:29][CH:30]=1)[CH2:12][C:13]1[CH:14]=[CH:15][C:16]([C:54]2[CH:55]=[CH:56][CH:57]=[C:58]([O:60][CH3:61])[N:59]=2)=[CH:17][CH:18]=1)=[O:46])([CH3:43])([CH3:44])[CH3:45]. The catalyst class is: 233.